This data is from Peptide-MHC class II binding affinity with 134,281 pairs from IEDB. The task is: Regression. Given a peptide amino acid sequence and an MHC pseudo amino acid sequence, predict their binding affinity value. This is MHC class II binding data. The peptide sequence is QDEKDYIDAYVSR. The MHC is HLA-DQA10101-DQB10501 with pseudo-sequence HLA-DQA10101-DQB10501. The binding affinity (normalized) is 0.521.